This data is from Catalyst prediction with 721,799 reactions and 888 catalyst types from USPTO. The task is: Predict which catalyst facilitates the given reaction. (1) Reactant: [C:9](O[C:9]([O:11][C:12]([CH3:15])([CH3:14])[CH3:13])=[O:10])([O:11][C:12]([CH3:15])([CH3:14])[CH3:13])=[O:10].[NH2:16][CH2:17][C@H:18]([NH:26][C:27]([O:29][CH2:30][C:31]1[CH:36]=[CH:35][CH:34]=[CH:33][CH:32]=1)=[O:28])[C:19]([O:21][C:22]([CH3:25])([CH3:24])[CH3:23])=[O:20].[OH-].[Na+]. Product: [CH2:30]([O:29][C:27]([NH:26][C@@H:18]([CH2:17][NH:16][C:9]([O:11][C:12]([CH3:13])([CH3:14])[CH3:15])=[O:10])[C:19]([O:21][C:22]([CH3:23])([CH3:24])[CH3:25])=[O:20])=[O:28])[C:31]1[CH:32]=[CH:33][CH:34]=[CH:35][CH:36]=1. The catalyst class is: 30. (2) Reactant: [C:1]([O:5][C:6]([N:8]1[C:12]2[CH:13]=[CH:14][C:15]([Br:17])=[CH:16][C:11]=2[NH:10][C:9]1=[O:18])=[O:7])([CH3:4])([CH3:3])[CH3:2].IC.[C:21]([O-])([O-])=O.[K+].[K+].C(OCC)(=O)C. Product: [C:1]([O:5][C:6]([N:8]1[C:12]2[CH:13]=[CH:14][C:15]([Br:17])=[CH:16][C:11]=2[N:10]([CH3:21])[C:9]1=[O:18])=[O:7])([CH3:4])([CH3:2])[CH3:3]. The catalyst class is: 23. (3) Reactant: [Br:1][C:2]1[CH:3]=[N:4][CH:5]=[C:6]([CH:10]=1)[C:7]([OH:9])=O.C(Cl)(=O)C(Cl)=O.CN(C=O)C.[CH:22]1([CH2:25][NH2:26])[CH2:24][CH2:23]1. Product: [Br:1][C:2]1[CH:3]=[N:4][CH:5]=[C:6]([CH:10]=1)[C:7]([NH:26][CH2:25][CH:22]1[CH2:24][CH2:23]1)=[O:9]. The catalyst class is: 2. (4) Reactant: [CH2:1]([NH:3][C:4](=[O:44])[NH:5][C:6]1[N:11]=[CH:10][C:9]([C:12]2[CH:13]=[C:14]3[C:19](=[CH:20][CH:21]=2)[N:18]([C@@H:22]([C:25]([CH3:28])([CH3:27])[CH3:26])[CH2:23][OH:24])[CH:17]=[C:16]([C:29]([O:31]CC)=[O:30])[C:15]3=[O:34])=[C:8]([C:35]2[S:36][CH:37]=[C:38]([C:40]([F:43])([F:42])[F:41])[N:39]=2)[CH:7]=1)[CH3:2].[OH-].[Li+].Cl. Product: [CH2:1]([NH:3][C:4](=[O:44])[NH:5][C:6]1[N:11]=[CH:10][C:9]([C:12]2[CH:13]=[C:14]3[C:19](=[CH:20][CH:21]=2)[N:18]([C@@H:22]([C:25]([CH3:28])([CH3:27])[CH3:26])[CH2:23][OH:24])[CH:17]=[C:16]([C:29]([OH:31])=[O:30])[C:15]3=[O:34])=[C:8]([C:35]2[S:36][CH:37]=[C:38]([C:40]([F:41])([F:43])[F:42])[N:39]=2)[CH:7]=1)[CH3:2]. The catalyst class is: 193. (5) Reactant: [NH2:1][C:2]1[CH:7]=[CH:6][C:5]([CH2:8][CH2:9][C:10]([C:12]2[CH:17]=[CH:16][C:15]([F:18])=[CH:14][CH:13]=2)=[O:11])=[CH:4][CH:3]=1.C(N(CC)CC)C.[F:26][C:27]([F:38])([F:37])[C:28](O[C:28](=[O:29])[C:27]([F:38])([F:37])[F:26])=[O:29]. Product: [F:26][C:27]([F:38])([F:37])[C:28]([NH:1][C:2]1[CH:7]=[CH:6][C:5]([CH2:8][CH2:9][C:10]([C:12]2[CH:13]=[CH:14][C:15]([F:18])=[CH:16][CH:17]=2)=[O:11])=[CH:4][CH:3]=1)=[O:29]. The catalyst class is: 4. (6) Reactant: [Cl:1][C:2]1[C:3]([F:11])=[C:4]([C:7]([OH:10])=[CH:8][CH:9]=1)[CH:5]=[O:6].[Cl:12]Cl. Product: [Cl:1][C:2]1[C:3]([F:11])=[C:4]([C:7]([OH:10])=[C:8]([Cl:12])[CH:9]=1)[CH:5]=[O:6]. The catalyst class is: 86. (7) Reactant: [CH:1]([C@H:4]1[CH2:8][O:7][C:6](=[O:9])[N:5]1[C:10]1[CH:15]=[CH:14][N:13]2[N:16]=[CH:17][C:18]([C:19]3[CH:24]=[CH:23][C:22]([C:25]4[N:29]=[CH:28][N:27]([CH2:30][C:31]([O:33]C(C)(C)C)=[O:32])[N:26]=4)=[CH:21][CH:20]=3)=[C:12]2[N:11]=1)([CH3:3])[CH3:2].C(O)(C(F)(F)F)=O. Product: [CH:1]([C@H:4]1[CH2:8][O:7][C:6](=[O:9])[N:5]1[C:10]1[CH:15]=[CH:14][N:13]2[N:16]=[CH:17][C:18]([C:19]3[CH:20]=[CH:21][C:22]([C:25]4[N:29]=[CH:28][N:27]([CH2:30][C:31]([OH:33])=[O:32])[N:26]=4)=[CH:23][CH:24]=3)=[C:12]2[N:11]=1)([CH3:3])[CH3:2]. The catalyst class is: 2. (8) Reactant: [F:1][C:2]1[CH:7]=[CH:6][C:5]([CH:8]=[CH:9][C:10](O)=[O:11])=[CH:4][CH:3]=1.S(=O)(=O)(O)O. Product: [F:1][C:2]1[CH:3]=[CH:4][C:5]([CH:8]=[CH:9][CH2:10][OH:11])=[CH:6][CH:7]=1. The catalyst class is: 5. (9) Reactant: [N:1]1([C:7]([N:9]2[CH2:14][CH:13]([C:15]3[CH:20]=[CH:19][C:18]([C:21]([F:24])([F:23])[F:22])=[CH:17][CH:16]=3)[CH2:12][CH:11]([CH2:25]S([O-])(=O)=O)[CH2:10]2)=[O:8])[CH2:6][CH2:5][O:4][CH2:3][CH2:2]1.[N-:30]=[N+:31]=[N-:32].[Na+]. Product: [N:30]([CH2:25][CH:11]1[CH2:12][CH:13]([C:15]2[CH:20]=[CH:19][C:18]([C:21]([F:24])([F:23])[F:22])=[CH:17][CH:16]=2)[CH2:14][N:9]([C:7]([N:1]2[CH2:6][CH2:5][O:4][CH2:3][CH2:2]2)=[O:8])[CH2:10]1)=[N+:31]=[N-:32]. The catalyst class is: 9. (10) Reactant: [C:1]1([C:11]2[S:12][CH:13]=[C:14]([C:16]#[N:17])[N:15]=2)[C:10]2[C:5](=[CH:6][CH:7]=[CH:8][CH:9]=2)[CH:4]=[CH:3][CH:2]=1.[Li+].CC([N-]C(C)C)C.[Cl:26]C(Cl)(Cl)C(Cl)(Cl)Cl. Product: [Cl:26][C:13]1[S:12][C:11]([C:1]2[C:10]3[C:5](=[CH:6][CH:7]=[CH:8][CH:9]=3)[CH:4]=[CH:3][CH:2]=2)=[N:15][C:14]=1[C:16]#[N:17]. The catalyst class is: 1.